From a dataset of Full USPTO retrosynthesis dataset with 1.9M reactions from patents (1976-2016). Predict the reactants needed to synthesize the given product. Given the product [NH2:1][C:2]1[CH:6]=[CH:5][N:4]([C:14]2[CH:15]=[N:16][CH:17]=[CH:18][CH:19]=2)[N:3]=1, predict the reactants needed to synthesize it. The reactants are: [NH2:1][C:2]1[CH:6]=[CH:5][NH:4][N:3]=1.C(=O)([O-])[O-].[K+].[K+].Br[C:14]1[CH:15]=[N:16][CH:17]=[CH:18][CH:19]=1.